Dataset: NCI-60 drug combinations with 297,098 pairs across 59 cell lines. Task: Regression. Given two drug SMILES strings and cell line genomic features, predict the synergy score measuring deviation from expected non-interaction effect. (1) Drug 1: CNC(=O)C1=CC=CC=C1SC2=CC3=C(C=C2)C(=NN3)C=CC4=CC=CC=N4. Drug 2: C1=NC2=C(N1)C(=S)N=CN2. Cell line: TK-10. Synergy scores: CSS=1.35, Synergy_ZIP=-13.9, Synergy_Bliss=-30.6, Synergy_Loewe=-51.2, Synergy_HSA=-30.8. (2) Drug 1: CC1=CC2C(CCC3(C2CCC3(C(=O)C)OC(=O)C)C)C4(C1=CC(=O)CC4)C. Drug 2: C1C(C(OC1N2C=NC3=C2NC=NCC3O)CO)O. Cell line: RXF 393. Synergy scores: CSS=-0.390, Synergy_ZIP=-1.34, Synergy_Bliss=-4.45, Synergy_Loewe=-12.0, Synergy_HSA=-8.48. (3) Drug 1: CC12CCC3C(C1CCC2=O)CC(=C)C4=CC(=O)C=CC34C. Drug 2: C1=CC(=CC=C1CCC2=CNC3=C2C(=O)NC(=N3)N)C(=O)NC(CCC(=O)O)C(=O)O. Cell line: SF-268. Synergy scores: CSS=30.9, Synergy_ZIP=-0.440, Synergy_Bliss=3.04, Synergy_Loewe=-6.81, Synergy_HSA=5.39. (4) Drug 1: CC1=C2C(C(=O)C3(C(CC4C(C3C(C(C2(C)C)(CC1OC(=O)C(C(C5=CC=CC=C5)NC(=O)OC(C)(C)C)O)O)OC(=O)C6=CC=CC=C6)(CO4)OC(=O)C)OC)C)OC. Drug 2: CC1CCC2CC(C(=CC=CC=CC(CC(C(=O)C(C(C(=CC(C(=O)CC(OC(=O)C3CCCCN3C(=O)C(=O)C1(O2)O)C(C)CC4CCC(C(C4)OC)O)C)C)O)OC)C)C)C)OC. Cell line: HS 578T. Synergy scores: CSS=78.0, Synergy_ZIP=13.4, Synergy_Bliss=13.2, Synergy_Loewe=14.1, Synergy_HSA=18.4. (5) Drug 1: CC1=C2C(C(=O)C3(C(CC4C(C3C(C(C2(C)C)(CC1OC(=O)C(C(C5=CC=CC=C5)NC(=O)C6=CC=CC=C6)O)O)OC(=O)C7=CC=CC=C7)(CO4)OC(=O)C)O)C)OC(=O)C. Drug 2: CC1CCCC2(C(O2)CC(NC(=O)CC(C(C(=O)C(C1O)C)(C)C)O)C(=CC3=CSC(=N3)C)C)C. Cell line: HOP-92. Synergy scores: CSS=28.8, Synergy_ZIP=-2.71, Synergy_Bliss=-1.14, Synergy_Loewe=-1.71, Synergy_HSA=1.03. (6) Drug 1: CC12CCC3C(C1CCC2O)C(CC4=C3C=CC(=C4)O)CCCCCCCCCS(=O)CCCC(C(F)(F)F)(F)F. Drug 2: C1CN(P(=O)(OC1)NCCCl)CCCl. Cell line: NCI/ADR-RES. Synergy scores: CSS=-5.63, Synergy_ZIP=4.81, Synergy_Bliss=5.96, Synergy_Loewe=-0.869, Synergy_HSA=-0.101.